Task: Regression. Given a target protein amino acid sequence and a drug SMILES string, predict the binding affinity score between them. We predict pIC50 (pIC50 = -log10(IC50 in M); higher means more potent). Dataset: bindingdb_ic50.. Dataset: Drug-target binding data from BindingDB using IC50 measurements (1) The compound is O=c1c(/C=N/OCCCCCO/N=C/c2cc(Br)c(O)c(Br)c2)coc2c(Cl)cc(Cl)cc12. The target protein (P49888) has sequence MNSELDYYEKFEEVHGILMYKDFVKYWDNVEAFQARPDDLVIATYPKSGTTWVSEIVYMIYKEGDVEKCKEDVIFNRIPFLECRKENLMNGVKQLDEMNSPRIVKTHLPPELLPASFWEKDCKIIYLCRNAKDVAVSFYYFFLMVAGHPNPGSFPEFVEKFMQGQVPYGSWYKHVKSWWEKGKSPRVLFLFYEDLKEDIRKEVIKLIHFLERKPSEELVDRIIHHTSFQEMKNNPSTNYTTLPDEIMNQKLSPFMRKGITGDWKNHFTVALNEKFDKHYEQQMKESTLKFRTEI. The pIC50 is 6.6. (2) The target protein sequence is MTNVLIEDLKWRGLIYQQTDEQGIEDLLNKEQVTLYCGADPTADSLHIGHLLPFLTLRRFQEHGHRPIVLIGGGTGMIGDPSGKSEERVLQTEEQVDKNIEGISKQMHNIFEFGTDHGAVLVNNRDWLGQISLISFLRDYGKHVGVNYMLGKDSIQSRLEHGISYTEFTYTILQAIDFGHLNRELNCKIQVGGSDQWGNITSGIELMRRMYGQTDAYGLTIPLVTKSDGKKFGKSESGAVWLDAEKTSPYEFYQFWINQSDEDVIKFLKYFTFLGKEEIDRLEQSKNEAPHLREAQKTLAEEVTKFIHGEDALNDAIRISQALFSGDLKSLSAKELKDGFKDVPQVTLSNDTTNIVEVLIETGISPSKRQAREDVNNGAIYINGERQQDVNYALAPEDKIDGEFTIIRRGKKKYFMVNYQ. The pIC50 is 5.0. The compound is COc1ccc(-c2cc(C(=O)OCCn3c([N+](=O)[O-])cnc3C)nn2-c2ccc(C)cc2)cc1. (3) The small molecule is CCOC(=O)C1=C[C@@H](OC(CC)CC)[C@H](NC(C)=O)[C@@H](N)C1. The target protein (P03469) has sequence MNPNQKIITIGSICMAIGIISLILQIGNIISIWVSHSIQTGSQNHTGICNQRIITYENSTWVNQTYVNISNTNVVAGKDTTSMTLAGNSSLCPIRGWAIYSKDNSIRIGSKGDVFVIREPFISCSHLECRTFFLTQGALLNDKHSNGTVKDRSPYRALMSCPIGEAPSPYNSRFESVAWSASACHDGMGWLTIGISGPDDGAVAVLKYNGIITETIKSWRKQILRTQESECVCVNGSCFTIMTDGPSDGPASYRIFKIEKGKITKSIELDAPNSHYEECSCYPDTGTVMCVCRDNWHGSNRPWVSFNQNLDYQIGYICSGVFGDNPRPKDGKGSCDPVNVDGADGVKGFSYRYGNGVWIGRTKSNSSRKGFEMIWDPNGWTDTDSNFLVKQDVVAMTDWSGYSGSFVQHPELTGLDCMRPCFWVELIRGRPREKTTIWTSGSSISFCGVNSDTVNWSWPDGAELPFTIDK. The pIC50 is 8.0. (4) The drug is C[C@@H]1C[C@H]2O[C@@H]2/C=C\C=C\C(=N/OCC(=O)N2CCCCC2)Cc2c(Cl)c(O)cc(O)c2C(=O)O1. The target protein (Q9WUD9) has sequence MGSNKSKPKDASQRRRSLEPAENVHGAGGAFPASQTPSKPASADGHRGPNAAFVPPAAAEPKLFGGFNSSDTVTSPQRAGPLAGGVTTFVALYDYESRTETDLSFKKGERLQIVNNTEGDWWLAHSLSTGQTGYIPSNYVAPSDSIQAEEWYFGKITRRESERLLLNAENPRGTFLVRESETTKGAYCLSVSDFDNAKGLNVKHYKIRKLDSGGFYITSRTQFNSLQQLVAYYSKHADGLCHRLTTVCPTSKPQTQGLAKDAWEIPRESLRLEVKLGQGCFGEVWMGTWNGTTRVAIKTLKPGTMSPEAFLQEAQVMKKLRHEKLVQLYAVVSEEPIYIVTEYMNKGSLLDFLKGETGKYLRLPQLVDMSAQIASGMAYVERMNYVHRDLRAANILVGENLVCKVADFGLARLIEDNEYTARQGAKFPIKWTAPEAALYGRFTIKSDVWSFGILLTELTTKGRVPYPGMVNREVLDQVERGYRMPCPPECPESLHDLMCQ.... The pIC50 is 7.6. (5) The compound is N#Cc1c(NC(=O)c2cc(S(=O)(=O)N3CCOCC3)ccc2Br)sc2c1CCC2. The target protein sequence is MKLTIHEIAQVVGAKNDISIFEDTQLEKAEFDSRLIGTGDLFVPLKGARDGHDFIETAFENGAAVTLSEKEVSNHPYILVDDVLTAFQSLASYYLEKTTVDVFAVTGSNGKTTTKDMLAHLLSTRYKTYKTQGNYNNEIGLPYTVLHMPEGTEKLVLEMGQDHLGDIHLLSELARPKTAIVTLVGEAHLAFFKDRSEIAKGKMQIADGMASGSLLLAPADPIVEDYLPIDKKVVRFGQGAELEITDLVERKDSLTFKANFLEQALDLPVTGKYNATNAMIASYVALQEGVSEEQIRLAFQHLELTRNRTEWKKAANGADILSDVYNANPTAMKLILETFSAIPANEGGKKIAVLADMKELGDQSVQLHNQMILSLSPDVLDIVIFYGEDIAQLAQLASQMFPIGHVYYFKKTEDQDQFEDLVKQVKESLGAHDQILLKGSNSMNLAKLVESLENEDK. The pIC50 is 5.4. (6) The drug is CC(=O)CCCCCNCCCN. The target protein (Q48935) has sequence MRVIFSEDHKLRNAKTELYGGELVPPFEAPFRAEWILAAVKEAGFDDVVAPARHGLETVLKVHDAGYLNFLETAWDRWKAAGYKGEAIATSFPVRRTSPRIPTDIEGQIGYYCNAAETAISPGTWEAALSSMASAIDGADLIAAGHKAAFSLCRPPGHHAGIDMFGGYCFINNAAVAAQRLLDKGAKKIAILDVDFHHGNGTQDIFYERGDVFFASLHGDPAEAFPHFLGYAEETGKGAGAGTTANYPMGRGTPYSVWGEALTDSLKRIAAFGAEAIVVSLGVDTFEQDPISFFKLTSPDYITMGRTIAASGVPLLVVMEGGYGVPEIGLNVANVLKGVAG. The pIC50 is 3.8.